This data is from Forward reaction prediction with 1.9M reactions from USPTO patents (1976-2016). The task is: Predict the product of the given reaction. (1) Given the reactants [C:1]1([C:11]2[O:15][N:14]=[CH:13][C:12]=2[C:16]([OH:18])=O)[C:10]2[C:5](=[CH:6][CH:7]=[CH:8][CH:9]=2)[CH:4]=[CH:3][CH:2]=1.CN(C(ON1N=NC2C=CC=CC1=2)=[N+](C)C)C.[B-](F)(F)(F)F.Cl.[NH:42]1[CH2:47][CH2:46][CH2:45][C@@H:44]([C:48]([OH:51])([CH3:50])[CH3:49])[CH2:43]1.C(N(CC)CC)C, predict the reaction product. The product is: [C:1]1([C:11]2[O:15][N:14]=[CH:13][C:12]=2[C:16]([N:42]2[CH2:47][CH2:46][CH2:45][C@@H:44]([C:48]([OH:51])([CH3:50])[CH3:49])[CH2:43]2)=[O:18])[C:10]2[C:5](=[CH:6][CH:7]=[CH:8][CH:9]=2)[CH:4]=[CH:3][CH:2]=1. (2) Given the reactants [Cl:1][CH2:2][C:3](=[CH2:40])[CH2:4][O:5][C:6]1[CH:39]=[CH:38][C:9]([CH2:10][NH:11][C:12]2[N:17]=[C:16]([O:18][CH2:19][C:20]([F:23])([F:22])[F:21])[N:15]=[C:14]([NH:24][C:25]3[CH:37]=[CH:36][C:28]([C:29]([O:31]C(C)(C)C)=[O:30])=[CH:27][CH:26]=3)[N:13]=2)=[CH:8][CH:7]=1.C(O)(C(F)(F)F)=O, predict the reaction product. The product is: [Cl:1][CH2:2][C:3](=[CH2:40])[CH2:4][O:5][C:6]1[CH:7]=[CH:8][C:9]([CH2:10][NH:11][C:12]2[N:17]=[C:16]([O:18][CH2:19][C:20]([F:23])([F:22])[F:21])[N:15]=[C:14]([NH:24][C:25]3[CH:26]=[CH:27][C:28]([C:29]([OH:31])=[O:30])=[CH:36][CH:37]=3)[N:13]=2)=[CH:38][CH:39]=1.